This data is from Reaction yield outcomes from USPTO patents with 853,638 reactions. The task is: Predict the reaction yield, written as a fraction of the theoretical maximum amount of product (1.0 means a 100% yield; for example, 0.34 means a 34% yield). (1) The yield is 0.750. The catalyst is C1COCC1. The reactants are C(O[C:5](=[O:7])[CH3:6])(=O)C.CCN(CC)CC.Cl.Cl.[NH2:17][C:18]1[C:19]([Cl:26])=[N:20][C:21]([Cl:25])=[CH:22][C:23]=1[NH2:24]. The product is [C:5]([NH:17][C:18]1[C:19]([Cl:26])=[N:20][C:21]([Cl:25])=[CH:22][C:23]=1[NH2:24])(=[O:7])[CH3:6]. (2) The reactants are [CH2:1]([N:3]([CH2:19][CH3:20])[CH2:4][CH2:5][N:6]1[CH2:11][CH2:10][C:9]2[NH:12][C:13]([CH:16]=O)=[C:14]([CH3:15])[C:8]=2[C:7]1=[O:18])[CH3:2].[F:21][C:22]1[CH:23]=[C:24]2[C:28](=[CH:29][C:30]=1[NH:31][C:32](=[O:37])[C:33]([OH:36])([CH3:35])[CH3:34])[NH:27][C:26](=[O:38])[CH2:25]2. No catalyst specified. The product is [CH2:1]([N:3]([CH2:19][CH3:20])[CH2:4][CH2:5][N:6]1[CH2:11][CH2:10][C:9]2[NH:12][C:13]([CH:16]=[C:25]3[C:24]4[C:28](=[CH:29][C:30]([NH:31][C:32](=[O:37])[C:33]([OH:36])([CH3:34])[CH3:35])=[C:22]([F:21])[CH:23]=4)[NH:27][C:26]3=[O:38])=[C:14]([CH3:15])[C:8]=2[C:7]1=[O:18])[CH3:2]. The yield is 0.657.